Predict the product of the given reaction. From a dataset of Forward reaction prediction with 1.9M reactions from USPTO patents (1976-2016). (1) Given the reactants [H-].[Na+].[N:3]1[CH:8]=[CH:7][CH:6]=[C:5]([OH:9])[CH:4]=1.Cl[C:11]1[CH:20]=[CH:19][C:18]2[C:13](=[C:14]([C:21]3[NH:29][C:28]4[CH2:27][CH2:26][NH:25][C:24](=[O:30])[C:23]=4[CH:22]=3)[CH:15]=[CH:16][CH:17]=2)[N:12]=1, predict the reaction product. The product is: [N:3]1[CH:8]=[CH:7][CH:6]=[C:5]([O:9][C:11]2[CH:20]=[CH:19][C:18]3[C:13](=[C:14]([C:21]4[NH:29][C:28]5[CH2:27][CH2:26][NH:25][C:24](=[O:30])[C:23]=5[CH:22]=4)[CH:15]=[CH:16][CH:17]=3)[N:12]=2)[CH:4]=1. (2) Given the reactants [CH3:1][C:2]([C@@H:4]1[C@@:8]2([CH3:23])[CH2:9][CH2:10][C@@H:11]3[C@:21]4([CH3:22])[C:15](=[CH:16][C:17]([CH2:19][CH2:20]4)=[O:18])[CH2:14][CH2:13][C@H:12]3[C@@H:7]2[CH2:6][CH2:5]1)=[O:3].[H-].C([Al+]CC(C)C)C(C)C.C(OCC)(=O)C, predict the reaction product. The product is: [CH3:1][CH:2]([OH:3])[C@@H:4]1[C@:8]2([CH3:23])[C@H:7]([C@H:12]3[C@H:11]([CH2:10][CH2:9]2)[C@:21]2([CH3:22])[C:15](=[CH:16][CH:17]([OH:18])[CH2:19][CH2:20]2)[CH2:14][CH2:13]3)[CH2:6][CH2:5]1. (3) Given the reactants Cl[C:2]1[C:3](=[O:15])[N:4](C2CCCCO2)[N:5]=[CH:6][C:7]=1Cl.[F:16][C:17]1[CH:22]=[CH:21][CH:20]=[C:19]([F:23])[C:18]=1[OH:24].C[O:26][C:27](=[O:36])[CH:28](Br)[CH2:29][CH:30]([CH2:33][CH3:34])[CH2:31][CH3:32], predict the reaction product. The product is: [F:16][C:17]1[CH:22]=[CH:21][CH:20]=[C:19]([F:23])[C:18]=1[O:24][C:7]1[CH:6]=[N:5][N:4]([CH:28]([CH2:29][CH:30]([CH2:33][CH3:34])[CH2:31][CH3:32])[C:27]([OH:26])=[O:36])[C:3](=[O:15])[CH:2]=1. (4) Given the reactants N1C=CC=CC=1.[CH3:7][O:8][C:9]1[CH:17]=[CH:16][CH:15]=[CH:14][C:10]=1[CH2:11][CH2:12][NH2:13].[CH3:18][S:19](Cl)(=[O:21])=[O:20].O, predict the reaction product. The product is: [CH3:7][O:8][C:9]1[CH:17]=[CH:16][CH:15]=[CH:14][C:10]=1[CH2:11][CH2:12][NH:13][S:19]([CH3:18])(=[O:21])=[O:20]. (5) Given the reactants [CH:1]1([C:4]2[CH:5]=[C:6]([C:16](=[CH:22][C@@H:23]3[CH2:43][CH2:42][C:25]4(O[C@@H](C5C=CC=CC=5)[C@H](C5C=CC=CC=5)[O:26]4)[CH2:24]3)[C:17]([O:19]CC)=[O:18])[CH:7]=[CH:8][C:9]=2[S:10]([CH:13]2[CH2:15][CH2:14]2)(=[O:12])=[O:11])[CH2:3][CH2:2]1.[OH-].[K+].Cl.C(Cl)(Cl)Cl, predict the reaction product. The product is: [CH:1]1([C:4]2[CH:5]=[C:6](/[C:16](=[CH:22]\[C@@H:23]3[CH2:43][CH2:42][C:25](=[O:26])[CH2:24]3)/[C:17]([OH:19])=[O:18])[CH:7]=[CH:8][C:9]=2[S:10]([CH:13]2[CH2:14][CH2:15]2)(=[O:12])=[O:11])[CH2:2][CH2:3]1. (6) Given the reactants Br[C:2]1[CH:7]=[CH:6][C:5]([N:8]([C:30]2[CH:35]=[CH:34][C:33]([CH3:36])=[CH:32][CH:31]=2)[C:9]2[CH:14]=[CH:13][C:12]([N:15]([C:23]3[CH:28]=[CH:27][C:26]([CH3:29])=[CH:25][CH:24]=3)[C:16](=[O:22])[O:17][C:18]([CH3:21])([CH3:20])[CH3:19])=[CH:11][CH:10]=2)=[CH:4][CH:3]=1.[B:37]1([B:37]2[O:41][C:40]([CH3:43])([CH3:42])[C:39]([CH3:45])([CH3:44])[O:38]2)[O:41][C:40]([CH3:43])([CH3:42])[C:39]([CH3:45])([CH3:44])[O:38]1.CC([O-])=O.[K+].C(Cl)Cl, predict the reaction product. The product is: [CH3:44][C:39]1([CH3:45])[C:40]([CH3:43])([CH3:42])[O:41][B:37]([C:2]2[CH:7]=[CH:6][C:5]([N:8]([C:30]3[CH:35]=[CH:34][C:33]([CH3:36])=[CH:32][CH:31]=3)[C:9]3[CH:14]=[CH:13][C:12]([N:15]([C:23]4[CH:28]=[CH:27][C:26]([CH3:29])=[CH:25][CH:24]=4)[C:16](=[O:22])[O:17][C:18]([CH3:21])([CH3:20])[CH3:19])=[CH:11][CH:10]=3)=[CH:4][CH:3]=2)[O:38]1. (7) Given the reactants [C:1]([O:5][C:6]([N:8]1[CH2:12][CH2:11][C@H:10]([NH2:13])[CH2:9]1)=[O:7])([CH3:4])([CH3:3])[CH3:2].[Cl:14][C:15]1[CH:20]=[C:19](I)[CH:18]=[CH:17][C:16]=1[F:22].C(O)CO.P([O-])([O-])([O-])=O.[K+].[K+].[K+], predict the reaction product. The product is: [C:1]([O:5][C:6]([N:8]1[CH2:12][CH2:11][C@H:10]([NH:13][C:19]2[CH:18]=[CH:17][C:16]([F:22])=[C:15]([Cl:14])[CH:20]=2)[CH2:9]1)=[O:7])([CH3:4])([CH3:2])[CH3:3]. (8) The product is: [C:1]([N:4]1[C:13]2[C:8](=[CH:9][C:10]([C:14]3[CH:19]=[CH:18][C:17]([C:20]([NH:21][CH2:22][CH2:23][N:24]([CH3:25])[CH3:26])=[O:27])=[CH:16][CH:15]=3)=[CH:11][CH:12]=2)[C@H:7]([NH2:28])[CH2:6][C@@H:5]1[CH3:36])(=[O:3])[CH3:2]. Given the reactants [C:1]([N:4]1[C:13]2[C:8](=[CH:9][C:10]([C:14]3[CH:19]=[CH:18][C:17]([C:20](=[O:27])[NH:21][CH2:22][CH2:23][N:24]([CH3:26])[CH3:25])=[CH:16][CH:15]=3)=[CH:11][CH:12]=2)[C@H:7]([NH:28]C(=O)OC(C)(C)C)[CH2:6][C@@H:5]1[CH3:36])(=[O:3])[CH3:2].F[P-](F)(F)(F)(F)F.Cl, predict the reaction product.